Dataset: Full USPTO retrosynthesis dataset with 1.9M reactions from patents (1976-2016). Task: Predict the reactants needed to synthesize the given product. (1) Given the product [CH3:35][C:34]1[CH:33]=[CH:32][C:31]([N:36]2[N:37]=[C:38]([CH3:42])/[C:39](=[N:24]/[NH:1][C:2]3[CH:7]=[CH:6][CH:5]=[C:4]([C:8]4[CH:13]=[CH:12][CH:11]=[C:10]([C:14]([OH:16])=[O:15])[CH:9]=4)[C:3]=3[OH:17])/[C:40]2=[O:41])=[CH:30][C:29]=1[CH3:28], predict the reactants needed to synthesize it. The reactants are: [NH2:1][C:2]1[C:3]([OH:17])=[C:4]([C:8]2[CH:13]=[CH:12][CH:11]=[C:10]([C:14]([OH:16])=[O:15])[CH:9]=2)[CH:5]=[CH:6][CH:7]=1.Cl.N([O-])=O.[Na+].S(=O)(=O)(O)[NH2:24].[CH3:28][C:29]1[CH:30]=[C:31]([N:36]2[C:40]([OH:41])=[CH:39][C:38]([CH3:42])=[N:37]2)[CH:32]=[CH:33][C:34]=1[CH3:35]. (2) Given the product [CH3:16][O:15][C:7]1[C:6]([O:5][CH2:4][CH2:3][CH2:2][Cl:1])=[CH:14][C:13]([N+:17]([O-:19])=[O:18])=[C:9]([CH:8]=1)[C:10]([OH:12])=[O:11], predict the reactants needed to synthesize it. The reactants are: [Cl:1][CH2:2][CH2:3][CH2:4][O:5][C:6]1[CH:14]=[CH:13][C:9]([C:10]([OH:12])=[O:11])=[CH:8][C:7]=1[O:15][CH3:16].[N:17]([O-:19])=[O:18].[Na+].C(O)(=O)C.[N+]([O-])(O)=O.